Dataset: Peptide-MHC class II binding affinity with 134,281 pairs from IEDB. Task: Regression. Given a peptide amino acid sequence and an MHC pseudo amino acid sequence, predict their binding affinity value. This is MHC class II binding data. (1) The peptide sequence is APATPAAAGAEAGKA. The MHC is HLA-DPA10103-DPB10301 with pseudo-sequence HLA-DPA10103-DPB10301. The binding affinity (normalized) is 0. (2) The peptide sequence is LQIIDKIDAAFKVAA. The MHC is HLA-DQA10102-DQB10602 with pseudo-sequence HLA-DQA10102-DQB10602. The binding affinity (normalized) is 0.262.